This data is from Forward reaction prediction with 1.9M reactions from USPTO patents (1976-2016). The task is: Predict the product of the given reaction. (1) Given the reactants [NH:1]1[CH2:6][CH2:5][NH:4][CH2:3][CH2:2]1.[CH3:7][C:8]([O:11][C:12](O[C:12]([O:11][C:8]([CH3:10])([CH3:9])[CH3:7])=[O:13])=[O:13])([CH3:10])[CH3:9], predict the reaction product. The product is: [N:1]1([C:12]([O:11][C:8]([CH3:10])([CH3:9])[CH3:7])=[O:13])[CH2:6][CH2:5][NH:4][CH2:3][CH2:2]1. (2) Given the reactants [Br:1][C:2]1[CH:7]=[C:6]([F:8])[C:5]([OH:9])=[C:4]([F:10])[CH:3]=1.[C:11]([O:16][CH3:17])(=[O:15])[C@H:12]([CH3:14])O, predict the reaction product. The product is: [Br:1][C:2]1[CH:7]=[C:6]([F:8])[C:5]([O:9][C@H:12]([CH3:14])[C:11]([O:16][CH3:17])=[O:15])=[C:4]([F:10])[CH:3]=1. (3) The product is: [C:11]([O:10][C:8]([NH:7][C:6]1[S:5][C:4]([C:15]([O:17][CH3:18])=[O:16])=[CH:3][C:2]=1[NH:1][CH2:27][C:28]([O:30][CH3:31])=[O:29])=[O:9])([CH3:12])([CH3:13])[CH3:14]. Given the reactants [NH2:1][C:2]1[CH:3]=[C:4]([C:15]([O:17][CH3:18])=[O:16])[S:5][C:6]=1[NH:7][C:8]([O:10][C:11]([CH3:14])([CH3:13])[CH3:12])=[O:9].C(N(CC)CC)C.Br[CH2:27][C:28]([O:30][CH3:31])=[O:29], predict the reaction product. (4) Given the reactants [Br:1][C:2]1[CH:7]=[CH:6][CH:5]=[C:4]([Br:8])[C:3]=1[C:9](=[O:14])[C:10]([F:13])([F:12])[F:11].[BH4-].[Na+], predict the reaction product. The product is: [Br:1][C:2]1[CH:7]=[CH:6][CH:5]=[C:4]([Br:8])[C:3]=1[CH:9]([OH:14])[C:10]([F:11])([F:12])[F:13].